Dataset: Catalyst prediction with 721,799 reactions and 888 catalyst types from USPTO. Task: Predict which catalyst facilitates the given reaction. The catalyst class is: 29. Reactant: [OH:1][C:2]1[CH:3]=[C:4]([CH2:11][C:12]([NH:14][C:15]2[CH:16]=[CH:17][C:18]([CH:21]([CH3:27])[CH2:22][C:23]([O:25][CH3:26])=[O:24])=[N:19][CH:20]=2)=[O:13])[CH:5]=[CH:6][C:7]=1[N+:8]([O-])=O.C([O-])=O.[NH4+]. Product: [NH2:8][C:7]1[CH:6]=[CH:5][C:4]([CH2:11][C:12]([NH:14][C:15]2[CH:16]=[CH:17][C:18]([CH:21]([CH3:27])[CH2:22][C:23]([O:25][CH3:26])=[O:24])=[N:19][CH:20]=2)=[O:13])=[CH:3][C:2]=1[OH:1].